From a dataset of Forward reaction prediction with 1.9M reactions from USPTO patents (1976-2016). Predict the product of the given reaction. (1) Given the reactants [CH2:1]([O:8][C:9]1[C:18](=[O:19])[N:17]2[C:12]([C:13]([CH3:21])([CH3:20])[O:14][CH2:15][CH2:16]2)=[N:11][C:10]=1[C:22](O)=[O:23])[C:2]1[CH:7]=[CH:6][CH:5]=[CH:4][CH:3]=1.[F:25][C:26]1[CH:31]=[CH:30][C:29]([CH2:32][NH2:33])=[C:28]([C:34]2[O:35][C:36]([CH3:39])=[CH:37][N:38]=2)[CH:27]=1, predict the reaction product. The product is: [F:25][C:26]1[CH:31]=[CH:30][C:29]([CH2:32][NH:33][C:22]([C:10]2[N:11]=[C:12]3[N:17]([C:18](=[O:19])[C:9]=2[O:8][CH2:1][C:2]2[CH:7]=[CH:6][CH:5]=[CH:4][CH:3]=2)[CH2:16][CH2:15][O:14][C:13]3([CH3:20])[CH3:21])=[O:23])=[C:28]([C:34]2[O:35][C:36]([CH3:39])=[CH:37][N:38]=2)[CH:27]=1. (2) The product is: [CH3:1][C@H:2]1[CH2:3][CH2:4][C@H:5]([N:8]([CH2:22][C:31]2[CH:36]=[CH:35][CH:34]=[CH:33][N:32]=2)[C:9](=[O:21])[NH:10][C:11]2[S:12][C:13]([S:16][CH2:17][C:18]([OH:20])=[O:19])=[CH:14][N:15]=2)[CH2:6][CH2:7]1. Given the reactants [CH3:1][C@H:2]1[CH2:7][CH2:6][C@H:5]([N:8]([CH2:22]C2C=CN=CC=2)[C:9](=[O:21])[NH:10][C:11]2[S:12][C:13]([S:16][CH2:17][C:18]([OH:20])=[O:19])=[CH:14][N:15]=2)[CH2:4][CH2:3]1.C([C:31]1[CH:36]=[CH:35][CH:34]=[CH:33][N:32]=1)=O, predict the reaction product.